This data is from Peptide-MHC class II binding affinity with 134,281 pairs from IEDB. The task is: Regression. Given a peptide amino acid sequence and an MHC pseudo amino acid sequence, predict their binding affinity value. This is MHC class II binding data. (1) The peptide sequence is VDKFLANVSTVLTGK. The MHC is DRB1_0404 with pseudo-sequence DRB1_0404. The binding affinity (normalized) is 0.594. (2) The peptide sequence is HELIMKDGRKLVVPCR. The MHC is DRB1_1501 with pseudo-sequence DRB1_1501. The binding affinity (normalized) is 0.612.